The task is: Regression. Given a peptide amino acid sequence and an MHC pseudo amino acid sequence, predict their binding affinity value. This is MHC class II binding data.. This data is from Peptide-MHC class II binding affinity with 134,281 pairs from IEDB. The peptide sequence is AVTFVNAPALAAERG. The binding affinity (normalized) is 0.392. The MHC is HLA-DPA10103-DPB10401 with pseudo-sequence HLA-DPA10103-DPB10401.